Dataset: Reaction yield outcomes from USPTO patents with 853,638 reactions. Task: Predict the reaction yield, written as a fraction of the theoretical maximum amount of product (1.0 means a 100% yield; for example, 0.34 means a 34% yield). (1) The reactants are [F:1][C:2]([F:13])([F:12])[C:3]1[CH:4]=[CH:5][C:6]([C:9]([OH:11])=O)=[N:7][CH:8]=1.[CH3:14][C:15]1[C:16]([NH2:30])=[N:17][C:18]2([C:28]3[C:23](=[CH:24][CH:25]=[C:26]([NH2:29])[CH:27]=3)[O:22][CH2:21][CH2:20]2)[N:19]=1. No catalyst specified. The product is [NH2:30][C:16]1[C:15]([CH3:14])=[N:19][C:18]2([C:28]3[C:23](=[CH:24][CH:25]=[C:26]([NH:29][C:9](=[O:11])[C:6]4[CH:5]=[CH:4][C:3]([C:2]([F:1])([F:13])[F:12])=[CH:8][N:7]=4)[CH:27]=3)[O:22][CH2:21][CH2:20]2)[N:17]=1. The yield is 0.460. (2) The reactants are [NH2:1][C:2]1[N:10]=[CH:9][N:8]=[C:7]2[C:3]=1[N:4]=[CH:5][N:6]2[C@H:11]1[C@@H:15]2[O:16]C(C)(C)[O:18][C@@H:14]2[C@@H:13]([CH2:21][N:22]([CH3:37])[CH2:23][CH2:24][CH2:25][NH:26][C:27]([NH:29][C:30]2[CH:35]=[CH:34][CH:33]=[C:32]([Cl:36])[CH:31]=2)=[O:28])[O:12]1.C([O-])([O-])=O.[K+].[K+]. The catalyst is C(O)(C(F)(F)F)=O.O. The product is [NH2:1][C:2]1[N:10]=[CH:9][N:8]=[C:7]2[C:3]=1[N:4]=[CH:5][N:6]2[C@@H:11]1[O:12][C@H:13]([CH2:21][N:22]([CH3:37])[CH2:23][CH2:24][CH2:25][NH:26][C:27]([NH:29][C:30]2[CH:35]=[CH:34][CH:33]=[C:32]([Cl:36])[CH:31]=2)=[O:28])[C@@H:14]([OH:18])[C@H:15]1[OH:16]. The yield is 0.770. (3) The reactants are [O-]P([O-])([O-])=O.[K+].[K+].[K+].[NH:9]1[CH2:16][CH2:15][CH2:14][C@H:10]1[C:11]([OH:13])=[O:12].I[C:18]1[CH:23]=[CH:22][CH:21]=[CH:20][CH:19]=1.C(O)CO.Cl. The catalyst is [Cu]I.C(OCC)C.O.CC(O)C. The product is [C:18]1([N:9]2[CH2:16][CH2:15][CH2:14][C@H:10]2[C:11]([OH:13])=[O:12])[CH:23]=[CH:22][CH:21]=[CH:20][CH:19]=1. The yield is 0.700. (4) The reactants are C([Li])CCC.[Si:6]([O:13][C@@H:14]([CH3:24])[C:15](=[O:23])[CH2:16]P(=O)(OC)OC)([C:9]([CH3:12])([CH3:11])[CH3:10])([CH3:8])[CH3:7].[CH:25](=O)[C:26]1[CH:31]=[CH:30][CH:29]=[CH:28][CH:27]=1.P(=O)([O-])[O-]. The catalyst is O1CCCC1. The product is [Si:6]([O:13][C@@H:14]([CH3:24])[C:15](=[O:23])/[CH:16]=[CH:25]/[C:26]1[CH:31]=[CH:30][CH:29]=[CH:28][CH:27]=1)([C:9]([CH3:12])([CH3:11])[CH3:10])([CH3:8])[CH3:7]. The yield is 0.860.